Task: Predict the reactants needed to synthesize the given product.. Dataset: Full USPTO retrosynthesis dataset with 1.9M reactions from patents (1976-2016) (1) Given the product [Cl:1][C:2]1[CH:8]=[CH:7][C:5]([NH:6][CH:9]=[O:10])=[CH:4][CH:3]=1, predict the reactants needed to synthesize it. The reactants are: [Cl:1][C:2]1[CH:8]=[CH:7][C:5]([NH2:6])=[CH:4][CH:3]=1.[CH:9](O)=[O:10]. (2) Given the product [ClH:33].[ClH:33].[Cl:33][C:32]1[C:27]([NH:26][C:20]2[C:19]3[C:24](=[CH:25][C:16]([O:15][CH2:14][CH:11]4[CH2:10][CH2:9][NH:8][CH2:13][CH2:12]4)=[C:17]([O:37][CH3:38])[CH:18]=3)[N:23]=[CH:22][N:21]=2)=[C:28]2[O:36][CH2:35][O:34][C:29]2=[CH:30][CH:31]=1, predict the reactants needed to synthesize it. The reactants are: C(OC([N:8]1[CH2:13][CH2:12][CH:11]([CH2:14][O:15][C:16]2[CH:25]=[C:24]3[C:19]([C:20]([NH:26][C:27]4[C:32]([Cl:33])=[CH:31][CH:30]=[C:29]5[O:34][CH2:35][O:36][C:28]=45)=[N:21][CH:22]=[N:23]3)=[CH:18][C:17]=2[O:37][CH3:38])[CH2:10][CH2:9]1)=O)(C)(C)C.FC(F)(F)C(O)=O. (3) Given the product [CH3:31][O:30][C:26](=[O:29])[CH:27]=[CH:28][C:6]1[C:7]([CH3:9])=[CH:8][C:3]([CH:1]=[O:2])=[CH:4][C:5]=1[CH3:18], predict the reactants needed to synthesize it. The reactants are: [CH:1]([C:3]1[CH:8]=[C:7]([CH3:9])[C:6](OS(C(F)(F)F)(=O)=O)=[C:5]([CH3:18])[CH:4]=1)=[O:2].C(N(CC)CC)C.[C:26]([O:30][CH3:31])(=[O:29])[CH:27]=[CH2:28]. (4) Given the product [C:1]1([C@H:13]2[C@H:17]([C:18]3[C:26]4[C:21](=[CH:22][CH:23]=[CH:24][CH:25]=4)[NH:20][CH:19]=3)[C:16](=[O:27])[NH:15][C:14]2=[O:28])[C:11]2=[C:12]3[C:7](=[CH:8][CH:9]=[CH:10]2)[CH2:6][CH2:5][CH2:4][N:3]3[CH:2]=1, predict the reactants needed to synthesize it. The reactants are: [C:1]1([C@H:13]2[C@@H:17]([C:18]3[C:26]4[C:21](=[CH:22][CH:23]=[CH:24][CH:25]=4)[NH:20][CH:19]=3)[C:16](=[O:27])[NH:15][C:14]2=[O:28])[C:11]2=[C:12]3[C:7](=[CH:8][CH:9]=[CH:10]2)[CH2:6][CH2:5][CH2:4][N:3]3[CH:2]=1.CC(C)([O-])C.[K+].C(OCC)(=O)C.